This data is from Forward reaction prediction with 1.9M reactions from USPTO patents (1976-2016). The task is: Predict the product of the given reaction. (1) Given the reactants [Cl:1][C:2]1[NH:3]C(=O)C2N(C)N=C(C3CCCC3)C=2[N:7]=1.C([O:20][C:21]([C:23]1[N:24]([CH2:32][CH3:33])[N:25]=[C:26]([C:28]([CH3:31])([CH3:30])[CH3:29])[CH:27]=1)=O)C, predict the reaction product. The product is: [Cl:1][C:2]1[NH:3][C:21](=[O:20])[C:23]2[N:24]([CH2:32][CH3:33])[N:25]=[C:26]([C:28]([CH3:31])([CH3:30])[CH3:29])[C:27]=2[N:7]=1. (2) The product is: [CH2:42]([O:43][NH:11][C:9]([C@H:7]1[CH2:8][C:3]2([CH2:2][CH2:1]2)[CH2:4][N:5]([C:12]([O:13][CH:14]2[CH2:15][CH2:16][O:17][CH2:18][CH2:19]2)=[O:30])[C@@H:6]1[C:9]([N:11]1[CH2:31][CH2:32][N:33]([C:34]2[CH:35]=[CH:8][CH:7]=[CH:6][CH:36]=2)[CH2:37][CH2:39]1)=[O:10])=[O:10])[C:41]1[CH:40]=[CH:44][CH:3]=[CH:1][CH:2]=1. Given the reactants [CH2:1]1[C:3]2([CH2:8][CH:7]([C:9]([NH2:11])=[O:10])[CH2:6][NH:5][CH2:4]2)[CH2:2]1.[C:12](=[O:30])([O-])[O:13][CH:14]1[CH2:19][CH2:18][O:17][CH:16](C2C=CC([N+]([O-])=O)=CC=2)[CH2:15]1.[CH3:31][CH2:32][N:33]([CH:37]([CH3:39])C)[CH:34]([CH3:36])[CH3:35].[CH2:40]1[CH2:44][O:43][CH2:42][CH2:41]1, predict the reaction product.